From a dataset of Forward reaction prediction with 1.9M reactions from USPTO patents (1976-2016). Predict the product of the given reaction. (1) Given the reactants Cl[C:2]1[C:7]([C:8]#[N:9])=[CH:6][CH:5]=[CH:4][N:3]=1.[O:10]([C:17]1[CH:22]=[CH:21][CH:20]=[CH:19][C:18]=1B(O)O)[C:11]1[CH:16]=[CH:15][CH:14]=[CH:13][CH:12]=1, predict the reaction product. The product is: [O:10]([C:17]1[CH:18]=[CH:19][CH:20]=[CH:21][C:22]=1[C:2]1[N:3]=[CH:4][CH:5]=[CH:6][C:7]=1[C:8]#[N:9])[C:11]1[CH:16]=[CH:15][CH:14]=[CH:13][CH:12]=1. (2) Given the reactants CS(O[CH2:6][CH2:7][C:8]1[CH:13]=[CH:12][CH:11]=[C:10]([N:14]2[CH2:18][CH2:17][NH:16][C:15]2=[O:19])[CH:9]=1)(=O)=O.[CH3:20][C:21]1[CH:30]=[CH:29][C:28]2[C:23](=[CH:24][CH:25]=[CH:26][C:27]=2[N:31]2[CH2:36][CH2:35][NH:34][CH2:33][CH2:32]2)[N:22]=1.C(N(C(C)C)CC)(C)C, predict the reaction product. The product is: [CH3:20][C:21]1[CH:30]=[CH:29][C:28]2[C:23](=[CH:24][CH:25]=[CH:26][C:27]=2[N:31]2[CH2:36][CH2:35][N:34]([CH2:6][CH2:7][C:8]3[CH:9]=[C:10]([N:14]4[CH2:18][CH2:17][NH:16][C:15]4=[O:19])[CH:11]=[CH:12][CH:13]=3)[CH2:33][CH2:32]2)[N:22]=1. (3) The product is: [F:11][C:3]1[C:2]([CH:20]=[O:21])=[CH:10][CH:9]=[C:8]2[C:4]=1[CH:5]=[N:6][NH:7]2. Given the reactants Br[C:2]1[C:3]([F:11])=[C:4]2[C:8](=[CH:9][CH:10]=1)[NH:7][N:6]=[CH:5]2.[H-].[Na+].C([Li])CCC.Cl.[C:20](=O)(O)[O-:21].[Na+], predict the reaction product. (4) Given the reactants [CH3:1][O:2][C:3](=[O:26])[CH2:4][C:5]1[CH:6]=[C:7]([C:12]2[CH:17]=[CH:16][C:15]([C:18]([F:21])([F:20])[F:19])=[CH:14][C:13]=2[CH2:22][NH:23][CH2:24][CH3:25])[CH:8]=[C:9]([F:11])[CH:10]=1.[CH2:27]([N:34]=[C:35]=[O:36])[C:28]1[CH:33]=[CH:32][CH:31]=[CH:30][CH:29]=1, predict the reaction product. The product is: [CH3:1][O:2][C:3](=[O:26])[CH2:4][C:5]1[CH:6]=[C:7]([C:12]2[CH:17]=[CH:16][C:15]([C:18]([F:19])([F:20])[F:21])=[CH:14][C:13]=2[CH2:22][N:23]([CH2:24][CH3:25])[C:35]([NH:34][CH2:27][C:28]2[CH:33]=[CH:32][CH:31]=[CH:30][CH:29]=2)=[O:36])[CH:8]=[C:9]([F:11])[CH:10]=1. (5) Given the reactants [CH3:1][N:2]([CH3:18])[C:3]1[CH:15]=[C:14]([CH3:16])[C:6]([C:7](/[N:9]=[CH:10]/N(C)C)=[O:8])=[C:5]([F:17])[CH:4]=1.CC(C)([O-])C.[K+].C(O)(=O)CC(CC(O)=O)(C(O)=O)O, predict the reaction product. The product is: [CH3:1][N:2]([CH3:18])[C:3]1[CH:15]=[C:14]2[C:6](=[C:5]([F:17])[CH:4]=1)[C:7](=[O:8])[NH:9][CH:10]=[CH:16]2. (6) Given the reactants [F:1][C:2]1[CH:3]=[CH:4][CH:5]=[C:6]2[C:10]=1[NH:9][C:8](=[O:11])[C:7]2=O.[CH3:13][C:14]([O:16]C(C)=O)=[O:15].[H-].[Na+].C([O-])([O-])=O.[Na+].[Na+], predict the reaction product. The product is: [F:1][C:2]1[CH:3]=[CH:4][CH:5]=[C:6]2[C:10]=1[NH:9][C:8](=[O:11])[CH:7]=[C:13]2[C:14]([OH:16])=[O:15]. (7) Given the reactants [O:1]1[CH:5]2[O:6][CH2:7][CH2:8][CH:4]2[CH:3]([O:9][C:10](=[O:28])[NH:11][CH:12]([CH2:21][C:22]2[CH:27]=[CH:26][CH:25]=[CH:24][CH:23]=2)[CH:13]([OH:20])[CH2:14][NH:15][CH2:16][CH:17]([CH3:19])[CH3:18])[CH2:2]1.C(=O)(O)[O-].[Na+].[O:34]=[C:35]1[CH2:43][C:42]2[C:37](=[CH:38][CH:39]=[C:40]([S:44](Cl)(=[O:46])=[O:45])[CH:41]=2)[NH:36]1, predict the reaction product. The product is: [O:1]1[CH:5]2[O:6][CH2:7][CH2:8][CH:4]2[CH:3]([O:9][C:10](=[O:28])[NH:11][CH:12]([CH2:21][C:22]2[CH:23]=[CH:24][CH:25]=[CH:26][CH:27]=2)[CH:13]([OH:20])[CH2:14][N:15]([CH2:16][CH:17]([CH3:19])[CH3:18])[S:44]([C:40]2[CH:41]=[C:42]3[C:37](=[CH:38][CH:39]=2)[NH:36][C:35](=[O:34])[CH2:43]3)(=[O:45])=[O:46])[CH2:2]1. (8) Given the reactants [NH:1]1[C:5]2[CH:6]=[CH:7][CH:8]=[CH:9][C:4]=2[N:3]=[C:2]1[C:10]1[C:11]([NH2:15])=[N:12][O:13][N:14]=1.[H-].[Na+].Cl.Cl[CH2:20][CH2:21][NH2:22].C(=O)([O-])O.[Na+], predict the reaction product. The product is: [NH2:22][CH2:21][CH2:20][N:3]1[C:4]2[CH:9]=[CH:8][CH:7]=[CH:6][C:5]=2[N:1]=[C:2]1[C:10]1[C:11]([NH2:15])=[N:12][O:13][N:14]=1. (9) Given the reactants [NH2:1][C:2]1[N:10]=[C:9]2[C:5]([N:6]=[CH:7][N:8]2[C@H:11]2[C@H:15]([OH:16])[C@H:14]([OH:17])[C@@H:13]([CH2:18][OH:19])[O:12]2)=[C:4](Cl)[N:3]=1.[CH:21]1([NH2:26])[CH2:25][CH2:24][CH2:23][CH2:22]1.CN(C)C, predict the reaction product. The product is: [NH2:1][C:2]1[N:10]=[C:9]2[C:5]([N:6]=[CH:7][N:8]2[C@H:11]2[C@H:15]([OH:16])[C@H:14]([OH:17])[C@@H:13]([CH2:18][OH:19])[O:12]2)=[C:4]([NH:26][CH:21]2[CH2:25][CH2:24][CH2:23][CH2:22]2)[N:3]=1. (10) The product is: [Cl:1][C:2]1[N:3]=[N:4][C:5]([O:15][C:9]2[CH:14]=[CH:13][CH:12]=[CH:11][CH:10]=2)=[CH:6][CH:7]=1. Given the reactants [Cl:1][C:2]1[N:3]=[N:4][C:5](Cl)=[CH:6][CH:7]=1.[C:9]1([OH:15])[CH:14]=[CH:13][CH:12]=[CH:11][CH:10]=1.C(=O)([O-])[O-].[K+].[K+].Cl, predict the reaction product.